Task: Predict the product of the given reaction.. Dataset: Forward reaction prediction with 1.9M reactions from USPTO patents (1976-2016) (1) The product is: [Cl:1][C:2]1[CH:3]=[CH:4][C:5]([C:28]([F:29])([F:31])[F:30])=[C:6]([CH:27]=1)[CH2:7][N:8]1[CH2:13][CH2:12][NH:11][C:10]2[N:14]=[CH:15][C:16]([C:18]3[CH:19]=[C:20]([C:21]([N:41]4[CH2:42][CH2:43][N:38]([C:32]5[CH:37]=[CH:36][CH:35]=[CH:34][CH:33]=5)[CH2:39][CH2:40]4)=[O:23])[CH:24]=[CH:25][CH:26]=3)=[CH:17][C:9]1=2. Given the reactants [Cl:1][C:2]1[CH:3]=[CH:4][C:5]([C:28]([F:31])([F:30])[F:29])=[C:6]([CH:27]=1)[CH2:7][N:8]1[CH2:13][CH2:12][NH:11][C:10]2[N:14]=[CH:15][C:16]([C:18]3[CH:19]=[C:20]([CH:24]=[CH:25][CH:26]=3)[C:21]([OH:23])=O)=[CH:17][C:9]1=2.[C:32]1([N:38]2[CH2:43][CH2:42][NH:41][CH2:40][CH2:39]2)[CH:37]=[CH:36][CH:35]=[CH:34][CH:33]=1, predict the reaction product. (2) Given the reactants FC(F)(F)C(O)=O.[Cl:8][C:9]1[CH:14]=[C:13]2[NH:15][C:16](=[O:37])[C:17]3([CH:21]([C:22]4[CH:27]=[CH:26][CH:25]=[C:24]([Cl:28])[CH:23]=4)[CH:20]([C:29](O)=[O:30])[NH:19][CH:18]3[CH2:32][C:33]([CH3:36])([CH3:35])[CH3:34])[C:12]2=[CH:11][CH:10]=1.C(N(C(C)C)CC)(C)C.C1(P(Cl)(C2C=CC=CC=2)=O)C=CC=CC=1.[NH2:62][C:63]1[CH:70]=[CH:69][C:66]([C:67]#[N:68])=[CH:65][CH:64]=1, predict the reaction product. The product is: [C:67]([C:66]1[CH:69]=[CH:70][C:63]([NH:62][C:29]([CH:20]2[NH:19][CH:18]([CH2:32][C:33]([CH3:34])([CH3:35])[CH3:36])[C:17]3([C:12]4[C:13](=[CH:14][C:9]([Cl:8])=[CH:10][CH:11]=4)[NH:15][C:16]3=[O:37])[CH:21]2[C:22]2[CH:27]=[CH:26][CH:25]=[C:24]([Cl:28])[CH:23]=2)=[O:30])=[CH:64][CH:65]=1)#[N:68]. (3) Given the reactants [OH:1][C:2]1[C:3]2[N:4]([C:15]([CH3:19])=[C:16]([CH3:18])[N:17]=2)[CH:5]=[C:6]([N:8]2[CH:13]=[CH:12][CH:11]=[CH:10][C:9]2=[O:14])[CH:7]=1.C(C1C=CC=CC=1COC1C2N(C(C)=C(C)N=2)C=C(N2C=CC=CC2=O)C=1)C.Br[CH2:49][C:50]1[CH:55]=[CH:54][CH:53]=[CH:52][C:51]=1[CH:56]([CH3:58])[CH3:57].BrCC1C=CC=CC=1CC, predict the reaction product. The product is: [CH3:18][C:16]1[N:17]=[C:3]2[C:2]([O:1][CH2:49][C:50]3[CH:55]=[CH:54][CH:53]=[CH:52][C:51]=3[CH:56]([CH3:58])[CH3:57])=[CH:7][C:6]([N:8]3[CH:13]=[CH:12][CH:11]=[CH:10][C:9]3=[O:14])=[CH:5][N:4]2[C:15]=1[CH3:19]. (4) Given the reactants [CH3:1][N:2]([CH2:12][CH2:13][OH:14])[C:3]1[O:4][C:5]2[CH:11]=[CH:10][CH:9]=[CH:8][C:6]=2[N:7]=1.C1(P(C2C=CC=CC=2)C2C=CC=CC=2)C=CC=CC=1.O[C:35]1[CH:42]=[CH:41][C:38]([CH:39]=[O:40])=[CH:37][CH:36]=1.N(C(OCC)=O)=NC(OCC)=O, predict the reaction product. The product is: [CH3:1][N:2]([CH2:12][CH2:13][O:14][C:35]1[CH:42]=[CH:41][C:38]([CH:39]=[O:40])=[CH:37][CH:36]=1)[C:3]1[O:4][C:5]2[CH:11]=[CH:10][CH:9]=[CH:8][C:6]=2[N:7]=1. (5) Given the reactants C([C:8]1[NH:9][CH:10]=[CH:11][N:12]=1)([C:8]1[NH:9][CH:10]=[CH:11][N:12]=1)=O.[N:13]1([C:18]2[N:23]=[C:22]([C:24]3[S:28][C:27]([NH2:29])=[N:26][C:25]=3[CH3:30])[CH:21]=[CH:20][CH:19]=2)[CH:17]=[CH:16][N:15]=[CH:14]1.CN([CH:34]=[O:35])C, predict the reaction product. The product is: [N:13]1([C:18]2[N:23]=[C:22]([C:24]3[S:28][C:27]([NH:29][C:34]([N:9]4[CH:10]=[CH:11][N:12]=[CH:8]4)=[O:35])=[N:26][C:25]=3[CH3:30])[CH:21]=[CH:20][CH:19]=2)[CH:17]=[CH:16][N:15]=[CH:14]1. (6) Given the reactants [NH2:1][C:2]1[CH:3]=[C:4]([CH2:8][CH2:9][C:10]([OH:12])=[O:11])[CH:5]=[CH:6][CH:7]=1.[CH3:13]O, predict the reaction product. The product is: [CH3:13][O:11][C:10](=[O:12])[CH2:9][CH2:8][C:4]1[CH:5]=[CH:6][CH:7]=[C:2]([NH2:1])[CH:3]=1. (7) Given the reactants [F:1][C:2]1[CH:7]=[CH:6][CH:5]=[CH:4][C:3]=1[C:8]1[CH:13]=[CH:12][C:11](B(O)O)=[C:10]([O:17][CH3:18])[C:9]=1[O:19][CH3:20].[F:21][C:22]1[CH:27]=[CH:26][C:25]([Br:28])=[CH:24][C:23]=1I.C(=O)([O-])[O-].[Na+].[Na+], predict the reaction product. The product is: [Br:28][C:25]1[CH:24]=[CH:23][C:22]([F:21])=[C:27]([C:11]2[CH:12]=[CH:13][C:8]([C:3]3[CH:4]=[CH:5][CH:6]=[CH:7][C:2]=3[F:1])=[C:9]([O:19][CH3:20])[C:10]=2[O:17][CH3:18])[CH:26]=1. (8) The product is: [F:23][C:22]1[C:17]([C:13]2[CH:14]=[CH:15][CH:16]=[C:11]([N:9]3[CH:10]=[C:6]([C:4]([C:28]4[CH:33]=[CH:32][CH:31]=[CH:30][N:29]=4)=[O:5])[N:7]=[CH:8]3)[CH:12]=2)=[C:18]([O:24][CH3:25])[CH:19]=[CH:20][CH:21]=1. Given the reactants CON(C)[C:4]([C:6]1[N:7]=[CH:8][N:9]([C:11]2[CH:12]=[C:13]([C:17]3[C:22]([F:23])=[CH:21][CH:20]=[CH:19][C:18]=3[O:24][CH3:25])[CH:14]=[CH:15][CH:16]=2)[CH:10]=1)=[O:5].Br[C:28]1[CH:33]=[CH:32][CH:31]=[CH:30][N:29]=1, predict the reaction product.